This data is from Full USPTO retrosynthesis dataset with 1.9M reactions from patents (1976-2016). The task is: Predict the reactants needed to synthesize the given product. Given the product [CH3:22][CH:23]([CH2:27][CH3:28])[C:24]([NH:1][C:2]1[C:11]2[C:6](=[CH:7][CH:8]=[CH:9][CH:10]=2)[CH:5]=[CH:4][C:3]=1[C:12]([OH:21])([C:13]([F:14])([F:15])[F:16])[C:17]([F:18])([F:19])[F:20])=[O:25], predict the reactants needed to synthesize it. The reactants are: [NH2:1][C:2]1[C:11]2[C:6](=[CH:7][CH:8]=[CH:9][CH:10]=2)[CH:5]=[CH:4][C:3]=1[C:12]([OH:21])([C:17]([F:20])([F:19])[F:18])[C:13]([F:16])([F:15])[F:14].[CH3:22][CH:23]([CH2:27][CH3:28])[C:24](Cl)=[O:25].